This data is from Peptide-MHC class I binding affinity with 185,985 pairs from IEDB/IMGT. The task is: Regression. Given a peptide amino acid sequence and an MHC pseudo amino acid sequence, predict their binding affinity value. This is MHC class I binding data. The peptide sequence is RKWGLDFCY. The MHC is HLA-A11:01 with pseudo-sequence HLA-A11:01. The binding affinity (normalized) is 0.0847.